Dataset: Forward reaction prediction with 1.9M reactions from USPTO patents (1976-2016). Task: Predict the product of the given reaction. (1) Given the reactants [F:1][C:2]([F:24])([C:17]1[CH:22]=[CH:21][C:20]([F:23])=[CH:19][N:18]=1)[C:3]1[N:12]=[C:11](SC)[C:10]2[C:5](=[C:6]([CH2:15][CH3:16])[CH:7]=[CH:8][CH:9]=2)[N:4]=1.ClC1C=CC=C(C(OO)=O)C=1.S([O-])([O-])(=O)=S.[Na+].[Na+].C(=O)(O)[O-].[Na+].[CH3:48][C:49]1[NH:53][N:52]=[C:51]([NH2:54])[CH:50]=1, predict the reaction product. The product is: [F:1][C:2]([F:24])([C:17]1[CH:22]=[CH:21][C:20]([F:23])=[CH:19][N:18]=1)[C:3]1[N:12]=[C:11]([NH:54][C:51]2[CH:50]=[C:49]([CH3:48])[NH:53][N:52]=2)[C:10]2[C:5](=[C:6]([CH2:15][CH3:16])[CH:7]=[CH:8][CH:9]=2)[N:4]=1. (2) Given the reactants [N:1]1([C:6]2[CH2:10][O:9][C:8](=[O:11])[CH:7]=2)[CH2:5][CH2:4][CH2:3][CH2:2]1.C([Li])(C)(C)C.[Cl:17][CH2:18][C:19]([CH2:21]Cl)=[CH2:20].CO, predict the reaction product. The product is: [Cl:17][CH2:18][C:19](=[CH2:20])[CH2:21][CH:10]1[O:9][C:8](=[O:11])[CH:7]=[C:6]1[N:1]1[CH2:5][CH2:4][CH2:3][CH2:2]1. (3) Given the reactants [C:1]([O:5][C:6]([N:8]1[CH2:13][CH2:12][CH:11]([NH:14][C:15]2[O:16][C:17]3[CH:23]=[CH:22][C:21]([OH:24])=[CH:20][C:18]=3[N:19]=2)[CH2:10][CH2:9]1)=[O:7])([CH3:4])([CH3:3])[CH3:2].C(=O)([O-])[O-].[K+].[K+].Br[CH2:32][C:33]#[N:34], predict the reaction product. The product is: [C:1]([O:5][C:6]([N:8]1[CH2:13][CH2:12][CH:11]([NH:14][C:15]2[O:16][C:17]3[CH:23]=[CH:22][C:21]([O:24][CH2:32][C:33]#[N:34])=[CH:20][C:18]=3[N:19]=2)[CH2:10][CH2:9]1)=[O:7])([CH3:4])([CH3:2])[CH3:3].